Dataset: Catalyst prediction with 721,799 reactions and 888 catalyst types from USPTO. Task: Predict which catalyst facilitates the given reaction. (1) Product: [CH2:1]([NH:5][C:6](=[O:18])[CH2:7][C@H:8]1[CH2:13][C@@H:12]([CH:14]=[O:15])[O:11][C:10]([CH3:17])([CH3:16])[O:9]1)[CH2:2][CH2:3][CH3:4]. The catalyst class is: 2. Reactant: [CH2:1]([NH:5][C:6](=[O:18])[CH2:7][C@H:8]1[CH2:13][C@@H:12]([CH2:14][OH:15])[O:11][C:10]([CH3:17])([CH3:16])[O:9]1)[CH2:2][CH2:3][CH3:4].CC1(C)N([O])C(C)(C)CCC1.[Br-].[K+].Cl[O-].[Na+]. (2) Reactant: Cl[C:2]1[N:7]=[CH:6][N:5]=[C:4]([NH:8][CH3:9])[C:3]=1[N+:10]([O-])=O.C(N(CC)CC)C.[NH:20]1[CH2:25][CH2:24][C:23]2([C:33]3[C:28](=[CH:29][CH:30]=[CH:31][CH:32]=3)[NH:27][C:26]2=[O:34])[CH2:22][CH2:21]1. Product: [NH2:10][C:3]1[C:2]([N:20]2[CH2:25][CH2:24][C:23]3([C:33]4[C:28](=[CH:29][CH:30]=[CH:31][CH:32]=4)[NH:27][C:26]3=[O:34])[CH2:22][CH2:21]2)=[N:7][CH:6]=[N:5][C:4]=1[NH:8][CH3:9]. The catalyst class is: 19. (3) Reactant: [C:1]1([C:7]2[N:8]([C:21]3[CH:26]=[CH:25][CH:24]=[CH:23][CH:22]=3)[C:9]3[C:14]([N:15]=2)=[C:13]([NH:16][CH2:17][CH2:18][CH2:19][OH:20])[N:12]=[CH:11][N:10]=3)[CH:6]=[CH:5][CH:4]=[CH:3][CH:2]=1.CC(OI1(OC(C)=O)(OC(C)=O)OC(=O)C2C=CC=CC1=2)=O. Product: [C:1]1([C:7]2[N:8]([C:21]3[CH:22]=[CH:23][CH:24]=[CH:25][CH:26]=3)[C:9]3[C:14]([N:15]=2)=[C:13]([NH:16][CH2:17][CH2:18][CH:19]=[O:20])[N:12]=[CH:11][N:10]=3)[CH:2]=[CH:3][CH:4]=[CH:5][CH:6]=1. The catalyst class is: 4. (4) Reactant: [Cl:1][C:2]1[CH:3]=[N:4][N:5]([CH2:7][C:8]([OH:10])=O)[CH:6]=1.C(Cl)(C(Cl)=O)=O.[F:17][C:18]1[CH:23]=[CH:22][C:21]([N:24]2[C:32]3[CH2:31][CH2:30][CH2:29][NH:28][C:27]=3[CH:26]=[N:25]2)=[CH:20][CH:19]=1.CCN(CC)CC. Product: [Cl:1][C:2]1[CH:3]=[N:4][N:5]([CH2:7][C:8]([N:28]2[CH2:29][CH2:30][CH2:31][C:32]3[N:24]([C:21]4[CH:22]=[CH:23][C:18]([F:17])=[CH:19][CH:20]=4)[N:25]=[CH:26][C:27]2=3)=[O:10])[CH:6]=1. The catalyst class is: 85. (5) Reactant: C(OCC)(=O)C.[ClH:7].[NH2:8][C:9](=[N:11][C:12]([C:14]1[CH:26]=[CH:25][C:24]2[C:23]3[C:18](=[CH:19][CH:20]=[CH:21][CH:22]=3)[CH:17]([NH:27]C(=O)OC(C)(C)C)[C:16]=2[CH:15]=1)=[O:13])[NH2:10]. Product: [ClH:7].[ClH:7].[NH2:27][CH:17]1[C:16]2[CH:15]=[C:14]([C:12]([N:11]=[C:9]([NH2:10])[NH2:8])=[O:13])[CH:26]=[CH:25][C:24]=2[C:23]2[C:18]1=[CH:19][CH:20]=[CH:21][CH:22]=2. The catalyst class is: 5. (6) Reactant: [Br:1][C:2]1[CH:3]=[C:4]([F:14])[C:5]([C:8](N(OC)C)=[O:9])=[N:6][CH:7]=1.[H-].[H-].[H-].[H-].[Li+].[Al+3]. Product: [Br:1][C:2]1[CH:3]=[C:4]([F:14])[C:5]([CH:8]=[O:9])=[N:6][CH:7]=1. The catalyst class is: 1. (7) Reactant: [CH:1]1([C:4]2[NH:8][N:7]=[C:6]([NH:9][C:10]3[C:17]([F:18])=[CH:16][C:13]([C:14]#[N:15])=[C:12](F)[N:11]=3)[CH:5]=2)[CH2:3][CH2:2]1.[NH2:20][CH:21]([C:23]1[CH:24]=[CH:25][C:26]([F:35])=[C:27]([NH:29][C:30]([CH:32]2[CH2:34][CH2:33]2)=[O:31])[CH:28]=1)[CH3:22].CCN(C(C)C)C(C)C. Product: [C:14]([C:13]1[C:12]([NH:20][CH:21]([C:23]2[CH:24]=[CH:25][C:26]([F:35])=[C:27]([NH:29][C:30]([CH:32]3[CH2:34][CH2:33]3)=[O:31])[CH:28]=2)[CH3:22])=[N:11][C:10]([NH:9][C:6]2[CH:5]=[C:4]([CH:1]3[CH2:3][CH2:2]3)[NH:8][N:7]=2)=[C:17]([F:18])[CH:16]=1)#[N:15]. The catalyst class is: 51. (8) Reactant: Cl[C:2]1[CH:7]=[C:6]2[NH:8][C:9](=[O:41])[C:10]3([CH:15]([C:16]4[CH:21]=[CH:20][CH:19]=[C:18]([Cl:22])[CH:17]=4)[CH2:14][C:13](=[O:23])[NH:12][CH:11]3[C:24]3[CH:29]=[C:28]([I:30])[CH:27]=[CH:26][C:25]=3[O:31][C:32]3[CH:37]=[CH:36][C:35]([C:38](O)=[O:39])=[CH:34][CH:33]=3)[C:5]2=[CH:4][CH:3]=1.CCN=C=NCCCN(C)C.C1C=CC2N(O)N=NC=2C=1.C(N(C(C)C)CC)(C)C.[NH4+:72].[Cl-:73]. Product: [C:38]([C:35]1[CH:34]=[CH:33][C:32]([O:31][C:25]2[CH:26]=[CH:27][C:28]([I:30])=[CH:29][C:24]=2[CH:11]2[C:10]3([C:5]4[C:6](=[CH:7][C:2]([Cl:73])=[CH:3][CH:4]=4)[NH:8][C:9]3=[O:41])[CH:15]([C:16]3[CH:21]=[CH:20][CH:19]=[C:18]([Cl:22])[CH:17]=3)[CH2:14][C:13](=[O:23])[NH:12]2)=[CH:37][CH:36]=1)(=[O:39])[NH2:72]. The catalyst class is: 9.